Dataset: Reaction yield outcomes from USPTO patents with 853,638 reactions. Task: Predict the reaction yield, written as a fraction of the theoretical maximum amount of product (1.0 means a 100% yield; for example, 0.34 means a 34% yield). (1) The reactants are [CH:1]1([CH2:4][NH:5][C:6](=[O:43])[C:7]2[CH:12]=[C:11]([C:13]3[CH:14]=[C:15]4[C:19](=[CH:20][CH:21]=3)[N:18](C3CCCCO3)[N:17]=[C:16]4[C:28]3[NH:42][C:31]4[CH:32]=[N:33][CH:34]=[C:35]([C:36]5[CH:37]=[N:38][CH:39]=[CH:40][CH:41]=5)[C:30]=4[N:29]=3)[CH:10]=[N:9][CH:8]=2)[CH2:3][CH2:2]1.[SiH](CC)(CC)CC.C(O)(C(F)(F)F)=O. The catalyst is C(Cl)Cl. The product is [CH:1]1([CH2:4][NH:5][C:6](=[O:43])[C:7]2[CH:12]=[C:11]([C:13]3[CH:14]=[C:15]4[C:19](=[CH:20][CH:21]=3)[NH:18][N:17]=[C:16]4[C:28]3[NH:42][C:31]4[CH:32]=[N:33][CH:34]=[C:35]([C:36]5[CH:37]=[N:38][CH:39]=[CH:40][CH:41]=5)[C:30]=4[N:29]=3)[CH:10]=[N:9][CH:8]=2)[CH2:3][CH2:2]1. The yield is 0.440. (2) The product is [CH3:11][C@H:10]1[C:3]2[C:2]([N:22]3[CH2:21][CH2:20][N:19]([C:12]([O:14][C:15]([CH3:18])([CH3:17])[CH3:16])=[O:13])[CH2:24][CH2:23]3)=[N:7][CH:6]=[N:5][C:4]=2[CH2:8][CH2:9]1. The yield is 0.860. The reactants are Cl[C:2]1[C:3]2[C@H:10]([CH3:11])[CH2:9][CH2:8][C:4]=2[N:5]=[CH:6][N:7]=1.[C:12]([N:19]1[CH2:24][CH2:23][NH:22][CH2:21][CH2:20]1)([O:14][C:15]([CH3:18])([CH3:17])[CH3:16])=[O:13]. The catalyst is CN1C(=O)CCC1.C(OCC)(=O)C.